This data is from Forward reaction prediction with 1.9M reactions from USPTO patents (1976-2016). The task is: Predict the product of the given reaction. (1) The product is: [Br:40][C:41]1[CH:42]=[C:43]([CH:46]=[C:47]([O:8][C:7]2[C:2]([Cl:1])=[CH:3][CH:4]=[C:5]([CH3:10])[C:6]=2[F:9])[CH:48]=1)[C:44]#[N:45]. Given the reactants [Cl:1][C:2]1[C:7]([OH:8])=[C:6]([F:9])[C:5]([CH3:10])=[CH:4][CH:3]=1.C1OCCOCCOCCOCCOCCOC1.CC(C)([O-])C.[K+].C1COCC1.[Br:40][C:41]1[CH:42]=[C:43]([CH:46]=[C:47](F)[CH:48]=1)[C:44]#[N:45], predict the reaction product. (2) Given the reactants [CH3:1][N:2]1[C:7]2=[CH:8][C:9]3[CH2:15][CH2:14][NH:13][CH2:12][CH2:11][C:10]=3[CH:16]=[C:6]2[O:5][CH2:4][C:3]1=[O:17].[Cl:18][CH2:19][CH2:20][CH2:21][S:22][C:23]1[N:24]([CH3:39])[C:25]([C:28]2[CH:37]=[CH:36][CH:35]=[C:34]3[C:29]=2[CH:30]=[CH:31][C:32]([CH3:38])=[N:33]3)=[N:26][N:27]=1, predict the reaction product. The product is: [ClH:18].[CH3:1][N:2]1[C:7]2=[CH:8][C:9]3[CH2:15][CH2:14][N:13]([CH2:19][CH2:20][CH2:21][S:22][C:23]4[N:24]([CH3:39])[C:25]([C:28]5[CH:37]=[CH:36][CH:35]=[C:34]6[C:29]=5[CH:30]=[CH:31][C:32]([CH3:38])=[N:33]6)=[N:26][N:27]=4)[CH2:12][CH2:11][C:10]=3[CH:16]=[C:6]2[O:5][CH2:4][C:3]1=[O:17]. (3) Given the reactants CC1C=CC(S(O[CH2:12][CH:13]2[CH2:17][C:16]3[CH:18]=[C:19]([F:29])[CH:20]=[C:21]([C:22]4[CH:27]=[CH:26][CH:25]=[CH:24][C:23]=4[Cl:28])[C:15]=3[O:14]2)(=O)=O)=CC=1.[CH3:30][NH2:31], predict the reaction product. The product is: [F:29][C:19]1[CH:20]=[C:21]([C:22]2[CH:27]=[CH:26][CH:25]=[CH:24][C:23]=2[Cl:28])[C:15]2[O:14][CH:13]([CH2:12][NH:31][CH3:30])[CH2:17][C:16]=2[CH:18]=1. (4) Given the reactants [Cl:1][C:2]1[CH:3]=[C:4]([CH2:19][CH2:20][C:21]([O:23][CH3:24])=[O:22])[CH:5]=[C:6]([Cl:18])[C:7]=1[O:8][C:9]1[CH:14]=[CH:13][C:12]([N+:15]([O-])=O)=[CH:11][CH:10]=1.[Sn](Cl)Cl, predict the reaction product. The product is: [NH2:15][C:12]1[CH:11]=[CH:10][C:9]([O:8][C:7]2[C:6]([Cl:18])=[CH:5][C:4]([CH2:19][CH2:20][C:21]([O:23][CH3:24])=[O:22])=[CH:3][C:2]=2[Cl:1])=[CH:14][CH:13]=1. (5) The product is: [C:28]1([C:37]2[CH:42]=[CH:41][CH:40]=[CH:39][CH:38]=2)[CH:33]=[CH:32][CH:31]=[CH:30][C:29]=1[C:9]1[CH:10]=[C:11]2[C:6](=[CH:7][CH:8]=1)[C:5]1([C:16]3[CH:17]=[CH:18][CH:19]=[CH:20][C:21]=3[C:22]3[C:27]1=[CH:26][CH:25]=[CH:24][CH:23]=3)[C:4]1[CH:3]=[C:2]([Br:1])[CH:14]=[CH:13][C:12]2=1. Given the reactants [Br:1][C:2]1[CH:14]=[CH:13][C:12]2[C:11]3[C:6](=[CH:7][C:8](Br)=[CH:9][CH:10]=3)[C:5]3([C:27]4[CH:26]=[CH:25][CH:24]=[CH:23][C:22]=4[C:21]4[C:16]3=[CH:17][CH:18]=[CH:19][CH:20]=4)[C:4]=2[CH:3]=1.[C:28]1([C:37]2[CH:42]=[CH:41][CH:40]=[CH:39][CH:38]=2)[CH:33]=[CH:32][CH:31]=[CH:30][C:29]=1B(O)O.C([O-])([O-])=O.[Na+].[Na+].CCO, predict the reaction product. (6) The product is: [Br:1][C:2]1[CH:11]=[CH:10][C:9]2[N:8]=[CH:7][C:6]3[N:12]=[CH:13][N:14]([C:15]4[CH:16]=[C:17]([CH:20]=[CH:21][CH:22]=4)[CH2:18][NH2:19])[C:5]=3[C:4]=2[CH:3]=1. Given the reactants [Br:1][C:2]1[CH:11]=[CH:10][C:9]2[N:8]=[CH:7][C:6]3[N:12]=[CH:13][N:14]([C:15]4[CH:16]=[C:17]([CH:20]=[CH:21][CH:22]=4)[C:18]#[N:19])[C:5]=3[C:4]=2[CH:3]=1, predict the reaction product.